This data is from Full USPTO retrosynthesis dataset with 1.9M reactions from patents (1976-2016). The task is: Predict the reactants needed to synthesize the given product. (1) Given the product [CH3:33][CH:34]([CH3:70])[C@H:35]([N:40]1[CH2:48][C:47]2[C:42](=[CH:43][C:44]([C:49]3[CH:54]=[CH:53][C:52]([NH:55][C:56]([C:58]4[S:59][C:60]([C:63]5[CH:68]=[CH:67][CH:66]=[CH:65][CH:64]=5)=[CH:61][N:62]=4)=[O:57])=[CH:51][N:50]=3)=[CH:45][CH:46]=2)[C:41]1=[O:69])[C:36]([OH:38])=[O:37], predict the reactants needed to synthesize it. The reactants are: C(NC1C=CC(C2C=C3C(CN([C@@H](C(C)C)C(O)=O)C3=O)=CC=2)=CC=1)(=O)C1C=CC=CC=1.[CH3:33][CH:34]([CH3:70])[C@H:35]([N:40]1[CH2:48][C:47]2[C:42](=[CH:43][C:44]([C:49]3[CH:54]=[CH:53][C:52]([NH:55][C:56]([C:58]4[S:59][C:60]([C:63]5[CH:68]=[CH:67][CH:66]=[CH:65][CH:64]=5)=[CH:61][N:62]=4)=[O:57])=[CH:51][N:50]=3)=[CH:45][CH:46]=2)[C:41]1=[O:69])[C:36]([O:38]C)=[O:37]. (2) Given the product [CH3:22][N:11]([CH2:10][C:2]1[N:3]([CH2:24][CH:25]2[CH2:29][CH2:28][N:27]([C:30]([O:32][C:33]([CH3:34])([CH3:36])[CH3:35])=[O:31])[CH2:26]2)[C:4]2[CH:9]=[CH:8][CH:7]=[CH:6][C:5]=2[N:1]=1)[CH:12]1[C:21]2[N:20]=[CH:19][CH:18]=[CH:17][C:16]=2[CH2:15][CH2:14][CH2:13]1, predict the reactants needed to synthesize it. The reactants are: [NH:1]1[C:5]2[CH:6]=[CH:7][CH:8]=[CH:9][C:4]=2[N:3]=[C:2]1[CH2:10][N:11]([CH3:22])[CH:12]1[C:21]2[N:20]=[CH:19][CH:18]=[CH:17][C:16]=2[CH2:15][CH2:14][CH2:13]1.Cl[CH2:24][CH:25]1[CH2:29][CH2:28][N:27]([C:30]([O:32][C:33]([CH3:36])([CH3:35])[CH3:34])=[O:31])[CH2:26]1.[I-].[K+].C([O-])([O-])=O.[K+].[K+]. (3) The reactants are: Cl[C:2]([O:4][C:5]1[CH:10]=[CH:9][CH:8]=[CH:7][CH:6]=1)=[O:3].[Cl:11][C:12]1[CH:17]=[CH:16][C:15]([S:18]([CH2:21][C:22]2[CH:27]=[C:26]([N:28]3[CH2:33][CH2:32][O:31][CH2:30][C@@H:29]3[CH3:34])[N:25]=[C:24]([C:35]3[CH:41]=[CH:40][C:38]([NH2:39])=[CH:37][CH:36]=3)[N:23]=2)(=[O:20])=[O:19])=[CH:14][CH:13]=1.C(=O)([O-])O.[Na+]. Given the product [Cl:11][C:12]1[CH:17]=[CH:16][C:15]([S:18]([CH2:21][C:22]2[CH:27]=[C:26]([N:28]3[CH2:33][CH2:32][O:31][CH2:30][C@@H:29]3[CH3:34])[N:25]=[C:24]([C:35]3[CH:36]=[CH:37][C:38]([NH:39][C:2](=[O:3])[O:4][C:5]4[CH:10]=[CH:9][CH:8]=[CH:7][CH:6]=4)=[CH:40][CH:41]=3)[N:23]=2)(=[O:19])=[O:20])=[CH:14][CH:13]=1, predict the reactants needed to synthesize it.